From a dataset of Catalyst prediction with 721,799 reactions and 888 catalyst types from USPTO. Predict which catalyst facilitates the given reaction. (1) Reactant: Br[C:2]1[CH:3]=[C:4]2[C:9](=[CH:10][CH:11]=1)[CH:8]=[C:7]([C:12]1[NH:16][C:15]([C@@H:17]3[CH2:21][CH2:20][CH2:19][N:18]3[C:22](=[O:35])[C@H:23]([NH:30][C:31](=[O:34])[O:32][CH3:33])[C:24]3[CH:29]=[CH:28][CH:27]=[CH:26][CH:25]=3)=[N:14][CH:13]=1)[CH:6]=[CH:5]2.CC(C)[C@H:38]([NH:66][C:67](=[O:70])[O:68][CH3:69])[C:39](=[O:65])[N:40]1[CH2:44][CH2:43][S:42][C@H:41]1[C:45]1[NH:46][C:47]([C:50]2[CH:55]=[CH:54][C:53](B3OC(C)(C)C(C)(C)O3)=[CH:52][CH:51]=2)=[CH:48][N:49]=1.[C:72]([O-])([O-])=O.[K+].[K+].O1[CH2:83][CH2:82]OCC1. Product: [CH3:69][O:68][C:67](=[O:70])[NH:66][C@@H:38]([CH:82]([CH3:83])[CH3:72])[C:39]([N:40]1[CH2:44][CH2:43][S:42][C@H:41]1[C:45]1[NH:46][C:47]([C:50]2[CH:51]=[CH:52][C:53]([C:2]3[CH:11]=[CH:10][C:9]4[C:4](=[CH:5][CH:6]=[C:7]([C:12]5[NH:16][C:15]([C@@H:17]6[CH2:21][CH2:20][CH2:19][N:18]6[C:22](=[O:35])[C@H:23]([NH:30][C:31]([O:32][CH3:33])=[O:34])[C:24]6[CH:29]=[CH:28][CH:27]=[CH:26][CH:25]=6)=[N:14][CH:13]=5)[CH:8]=4)[CH:3]=3)=[CH:54][CH:55]=2)=[CH:48][N:49]=1)=[O:65]. The catalyst class is: 140. (2) Reactant: C(OC(=O)[NH:7][CH2:8][CH2:9][CH2:10][CH2:11][CH2:12][CH2:13][NH:14][C:15]([C@@H:17]1[CH2:22][CH2:21][CH2:20][CH2:19][N:18]1[C:23](=[O:36])[CH2:24][CH2:25][CH2:26][CH2:27][CH2:28][CH2:29][CH2:30][CH2:31][CH2:32][CH2:33][CH2:34][CH3:35])=[O:16])(C)(C)C.C(O)(C(F)(F)F)=O. Product: [NH2:7][CH2:8][CH2:9][CH2:10][CH2:11][CH2:12][CH2:13][NH:14][C:15]([C@@H:17]1[CH2:22][CH2:21][CH2:20][CH2:19][N:18]1[C:23](=[O:36])[CH2:24][CH2:25][CH2:26][CH2:27][CH2:28][CH2:29][CH2:30][CH2:31][CH2:32][CH2:33][CH2:34][CH3:35])=[O:16]. The catalyst class is: 2. (3) Reactant: Cl[C:2]1[N:7]=[C:6]([NH2:8])[N:5]=[C:4]([NH:9][C:10]2[CH:15]=[CH:14][C:13]([O:16][C:17]3[CH:22]=[CH:21][N:20]=[C:19]4[NH:23][CH:24]=[C:25]([CH3:26])[C:18]=34)=[C:12]([F:27])[CH:11]=2)[CH:3]=1.C(N(CC)CC)C.[H][H]. Product: [F:27][C:12]1[CH:11]=[C:10]([NH:9][C:4]2[CH:3]=[CH:2][N:7]=[C:6]([NH2:8])[N:5]=2)[CH:15]=[CH:14][C:13]=1[O:16][C:17]1[CH:22]=[CH:21][N:20]=[C:19]2[NH:23][CH:24]=[C:25]([CH3:26])[C:18]=12. The catalyst class is: 29. (4) Reactant: C([O:5][C:6]([CH2:8][C:9]1[CH:14]=[CH:13][C:12]([O:15][C:16]([C:18]2[CH:19]=[C:20]3[C:25](=[C:26]([C:28]#[CH:29])[CH:27]=2)[O:24][C:23]([CH3:31])([CH3:30])[CH2:22][C:21]3([CH3:33])[CH3:32])=[O:17])=[CH:11][CH:10]=1)=[O:7])(C)(C)C.C(O)=O. Product: [C:6]([CH2:8][C:9]1[CH:10]=[CH:11][C:12]([O:15][C:16]([C:18]2[CH:19]=[C:20]3[C:25](=[C:26]([C:28]#[CH:29])[CH:27]=2)[O:24][C:23]([CH3:31])([CH3:30])[CH2:22][C:21]3([CH3:33])[CH3:32])=[O:17])=[CH:13][CH:14]=1)([OH:7])=[O:5]. The catalyst class is: 38. (5) Reactant: [CH2:1]([O:8][C:9]1[CH:10]=[C:11]([C:23](OC)=[O:24])[CH:12]=[C:13]([C:15]2[C:20]([CH3:21])=[CH:19][CH:18]=[CH:17][C:16]=2[CH3:22])[CH:14]=1)[C:2]1[CH:7]=[CH:6][CH:5]=[CH:4][CH:3]=1.[H-].[Al+3].[Li+].[H-].[H-].[H-].O.O.O.O.O.O.O.O.O.O.S([O-])([O-])(=O)=O.[Na+].[Na+]. Product: [CH2:1]([O:8][C:9]1[CH:10]=[C:11]([CH2:23][OH:24])[CH:12]=[C:13]([C:15]2[C:16]([CH3:22])=[CH:17][CH:18]=[CH:19][C:20]=2[CH3:21])[CH:14]=1)[C:2]1[CH:7]=[CH:6][CH:5]=[CH:4][CH:3]=1. The catalyst class is: 7. (6) Reactant: O.[NH2:2][NH2:3].Cl[C:5]1[N:6]=[N:7][C:8]([C:11]2[CH:16]=[CH:15][C:14]([F:17])=[CH:13][CH:12]=2)=[CH:9][N:10]=1. Product: [F:17][C:14]1[CH:15]=[CH:16][C:11]([C:8]2[N:7]=[N:6][C:5]([NH:2][NH2:3])=[N:10][CH:9]=2)=[CH:12][CH:13]=1. The catalyst class is: 17. (7) Reactant: [NH2:1][CH2:2][CH:3]1[CH2:8][CH2:7][NH:6][CH2:5][CH2:4]1.[C:9](O[C:9]([O:11][C:12]([CH3:15])([CH3:14])[CH3:13])=[O:10])([O:11][C:12]([CH3:15])([CH3:14])[CH3:13])=[O:10]. Product: [NH2:1][CH2:2][CH:3]1[CH2:8][CH2:7][N:6]([C:9]([O:11][C:12]([CH3:15])([CH3:14])[CH3:13])=[O:10])[CH2:5][CH2:4]1. The catalyst class is: 22.